This data is from Reaction yield outcomes from USPTO patents with 853,638 reactions. The task is: Predict the reaction yield, written as a fraction of the theoretical maximum amount of product (1.0 means a 100% yield; for example, 0.34 means a 34% yield). (1) The reactants are [CH3:1][C:2]([C:6]1[CH:11]=[CH:10][C:9]([CH2:12][C:13]2[C:22]3[C:17](=[CH:18][CH:19]=C(B4OC(C)(C)C(C)(C)O4)[CH:21]=3)[N:16]=[CH:15][C:14]=2[N+:32]([O-:34])=[O:33])=[CH:8][CH:7]=1)([CH3:5])[C:3]#[N:4].Br[C:36]1[CH:37]=[C:38]([N:42]2CCN(C)CC2)[CH:39]=[CH:40][CH:41]=1.C([O-])([O-])=O.[Na+].[Na+].[C:55]1([CH3:61])[CH:60]=[CH:59][CH:58]=[CH:57][CH:56]=1. The catalyst is C1C=CC([P]([Pd]([P](C2C=CC=CC=2)(C2C=CC=CC=2)C2C=CC=CC=2)([P](C2C=CC=CC=2)(C2C=CC=CC=2)C2C=CC=CC=2)[P](C2C=CC=CC=2)(C2C=CC=CC=2)C2C=CC=CC=2)(C2C=CC=CC=2)C2C=CC=CC=2)=CC=1.O. The product is [CH:56]1[C:57]2[NH:42][C:38]3[C:39](=[CH:40][CH:41]=[CH:36][CH:37]=3)[C:58]=2[CH:59]=[CH:60][C:55]=1[C:61]1[CH:21]=[C:22]2[C:17](=[CH:18][CH:19]=1)[N:16]=[CH:15][C:14]([N+:32]([O-:34])=[O:33])=[C:13]2[CH2:12][C:9]1[CH:8]=[CH:7][C:6]([C:2]([CH3:5])([CH3:1])[C:3]#[N:4])=[CH:11][CH:10]=1. The yield is 0.340. (2) The reactants are C([O:5][C:6]([C:8]1([S:14]([C:17]2[S:18][C:19]([C:22]3[CH:27]=[CH:26][C:25]([O:28][CH2:29][CH2:30][CH2:31][CH3:32])=[CH:24][CH:23]=3)=[CH:20][CH:21]=2)(=[O:16])=[O:15])[CH2:13][CH2:12][O:11][CH2:10][CH2:9]1)=[O:7])(C)(C)C.FC(F)(F)C(O)=O. The catalyst is ClCCl. The product is [CH2:29]([O:28][C:25]1[CH:26]=[CH:27][C:22]([C:19]2[S:18][C:17]([S:14]([C:8]3([C:6]([OH:7])=[O:5])[CH2:13][CH2:12][O:11][CH2:10][CH2:9]3)(=[O:16])=[O:15])=[CH:21][CH:20]=2)=[CH:23][CH:24]=1)[CH2:30][CH2:31][CH3:32]. The yield is 0.850. (3) The reactants are [N:1]1([C:7]([C:9]2[CH:14]=[CH:13][CH:12]=[CH:11][CH:10]=2)=[O:8])[CH2:6][CH2:5][CH:4]=[CH:3][CH2:2]1.ClC1C=C(C=CC=1)C(OO)=[O:20].CCCCCC.C(OCC)(=O)C.C([O-])([O-])=O.[Na+].[Na+]. The catalyst is C(Cl)Cl. The product is [CH:3]12[O:20][CH:4]1[CH2:5][CH2:6][N:1]([C:7]([C:9]1[CH:14]=[CH:13][CH:12]=[CH:11][CH:10]=1)=[O:8])[CH2:2]2. The yield is 0.620. (4) The reactants are [CH3:1][O:2][C:3]([C:5]1[O:6][C:7]2[CH:13]=[CH:12][C:11]([SH:14])=[CH:10][C:8]=2[CH:9]=1)=[O:4].Cl[CH2:16][C:17]1[S:21][C:20]([C:22]2[CH:27]=[CH:26][C:25]([C:28]([F:31])([F:30])[F:29])=[CH:24][CH:23]=2)=[N:19][C:18]=1[CH3:32].C(=O)([O-])[O-].[Cs+].[Cs+]. The catalyst is C(#N)C. The product is [CH3:1][O:2][C:3]([C:5]1[O:6][C:7]2[CH:13]=[CH:12][C:11]([S:14][CH2:16][C:17]3[S:21][C:20]([C:22]4[CH:23]=[CH:24][C:25]([C:28]([F:31])([F:29])[F:30])=[CH:26][CH:27]=4)=[N:19][C:18]=3[CH3:32])=[CH:10][C:8]=2[CH:9]=1)=[O:4]. The yield is 0.610. (5) The reactants are C[Si]([N-][Si](C)(C)C)(C)C.[K+].[Cl:11][C:12]1[N:17]2[N:18]=[C:19]([C:21]([O:23][CH2:24][CH3:25])=[O:22])[CH:20]=[C:16]2[N:15]=[C:14]([CH3:26])[C:13]=1[CH2:27][C:28]([O:30][CH2:31][CH3:32])=[O:29].C1(C2[O:41]N2S(C2C=CC=CC=2)(=O)=O)C=CC=CC=1. The catalyst is C1COCC1. The product is [Cl:11][C:12]1[N:17]2[N:18]=[C:19]([C:21]([O:23][CH2:24][CH3:25])=[O:22])[CH:20]=[C:16]2[N:15]=[C:14]([CH3:26])[C:13]=1[CH:27]([OH:41])[C:28]([O:30][CH2:31][CH3:32])=[O:29]. The yield is 0.430. (6) The reactants are [O:1]=[C:2]1[CH2:7][CH2:6][N:5]([C:8]([O:10][C:11]([CH3:14])([CH3:13])[CH3:12])=[O:9])[CH2:4][CH2:3]1.N1CCCC1.[F:20][C:21]1[CH:26]=[CH:25][C:24]([C:27](=[O:29])[CH3:28])=[C:23](O)[CH:22]=1. The catalyst is CO. The product is [F:20][C:21]1[CH:26]=[C:25]2[C:24]([C:27](=[O:29])[CH2:28][C:2]3([O:1]2)[CH2:3][CH2:4][N:5]([C:8]([O:10][C:11]([CH3:14])([CH3:13])[CH3:12])=[O:9])[CH2:6][CH2:7]3)=[CH:23][CH:22]=1. The yield is 0.210. (7) The reactants are [CH3:1][C:2]1[C:10]2[C:5](=[C:6]([CH3:11])[CH:7]=[CH:8][CH:9]=2)[NH:4][C:3]=1[CH2:12][OH:13]. The catalyst is ClCCl.[O-2].[O-2].[Mn+4]. The product is [CH3:1][C:2]1[C:10]2[C:5](=[C:6]([CH3:11])[CH:7]=[CH:8][CH:9]=2)[NH:4][C:3]=1[CH:12]=[O:13]. The yield is 0.460.